Task: Predict the product of the given reaction.. Dataset: Forward reaction prediction with 1.9M reactions from USPTO patents (1976-2016) (1) Given the reactants [C:1]([S:4][CH2:5]/[CH:6]=[C:7](/[C:9]1[CH:10]=[C:11]([NH:16][C:17]([C:19]2[CH:24]=[CH:23][C:22]([Cl:25])=[CH:21][N:20]=2)=[O:18])[CH:12]=[CH:13][C:14]=1[F:15])\[CH3:8])(=[NH:3])[NH2:2].Cl.FC(F)(F)S(O)(=O)=O, predict the reaction product. The product is: [NH2:3][C:1]1[S:4][CH2:5][CH2:6][C@:7]([C:9]2[CH:10]=[C:11]([NH:16][C:17]([C:19]3[CH:24]=[CH:23][C:22]([Cl:25])=[CH:21][N:20]=3)=[O:18])[CH:12]=[CH:13][C:14]=2[F:15])([CH3:8])[N:2]=1. (2) Given the reactants [NH2:1][CH:2]1[CH2:7][CH2:6][N:5]([CH2:8][C:9]2[CH:14]=[CH:13][CH:12]=[CH:11][CH:10]=2)[CH2:4][CH2:3]1.Br[C:16]1[CH:25]=[CH:24][C:23]2[C:18](=[CH:19][CH:20]=[C:21]([O:26][CH3:27])[CH:22]=2)[CH:17]=1.CC(C)([O-])C.[Na+].C1(P(C2C=CC=CC=2)C2C3OC4C(=CC=CC=4P(C4C=CC=CC=4)C4C=CC=CC=4)C(C)(C)C=3C=CC=2)C=CC=CC=1, predict the reaction product. The product is: [CH2:8]([N:5]1[CH2:6][CH2:7][CH:2]([NH:1][C:16]2[CH:25]=[CH:24][C:23]3[C:18](=[CH:19][CH:20]=[C:21]([O:26][CH3:27])[CH:22]=3)[CH:17]=2)[CH2:3][CH2:4]1)[C:9]1[CH:14]=[CH:13][CH:12]=[CH:11][CH:10]=1. (3) Given the reactants [CH3:1][O:2][C:3](=[O:20])[CH:4]([O:17][CH2:18][CH3:19])[CH2:5][C:6]1[C:15]2[CH2:14][CH2:13][CH2:12][CH2:11][C:10]=2[C:9]([OH:16])=[CH:8][CH:7]=1.[CH3:21][C:22]1[S:26][C:25]([C:27]2[CH:32]=[CH:31][C:30]([C:33]([F:36])([F:35])[F:34])=[CH:29][CH:28]=2)=[N:24][C:23]=1[CH2:37]CO.C(=O)([O-])[O-].[Cs+].[Cs+], predict the reaction product. The product is: [CH3:1][O:2][C:3](=[O:20])[CH:4]([O:17][CH2:18][CH3:19])[CH2:5][C:6]1[C:15]2[CH2:14][CH2:13][CH2:12][CH2:11][C:10]=2[C:9]([O:16][CH2:21][C:22]2[S:26][C:25]([C:27]3[CH:28]=[CH:29][C:30]([C:33]([F:36])([F:34])[F:35])=[CH:31][CH:32]=3)=[N:24][C:23]=2[CH3:37])=[CH:8][CH:7]=1. (4) Given the reactants [F:1][C:2]1[CH:3]=[C:4]([C:12]2[C:13]3[CH2:20][CH2:19][CH:18]([CH2:21][C:22]([NH:24][CH3:25])=[O:23])[C:14]=3[CH:15]=[N:16][CH:17]=2)[CH:5]=[CH:6][C:7]=1[C:8]([F:11])([F:10])[F:9].[NH:26]1[CH:30]=[CH:29]C(N)=[N:27]1, predict the reaction product. The product is: [F:1][C:2]1[CH:3]=[C:4]([C:12]2[C:13]3[CH2:20][CH2:19][CH:18]([CH2:21][C:22]([NH:24][C:25]4[CH:29]=[CH:30][NH:26][N:27]=4)=[O:23])[C:14]=3[CH:15]=[N:16][CH:17]=2)[CH:5]=[CH:6][C:7]=1[C:8]([F:11])([F:9])[F:10].